From a dataset of Reaction yield outcomes from USPTO patents with 853,638 reactions. Predict the reaction yield, written as a fraction of the theoretical maximum amount of product (1.0 means a 100% yield; for example, 0.34 means a 34% yield). (1) The reactants are [S:1]1[C:5]([C:6]2[C:14]3[C:9](=[CH:10][CH:11]=[C:12]([C:15](N)=[O:16])[CH:13]=3)[N:8](C3CCCCO3)[N:7]=2)=[CH:4][C:3]2[CH:24]=[CH:25][CH:26]=[CH:27][C:2]1=2.Cl.[OH-:29].[Na+].[CH3:31]O. No catalyst specified. The product is [S:1]1[C:5]([C:6]2[C:14]3[C:9](=[CH:10][CH:11]=[C:12]([C:15]([O:29][CH3:31])=[O:16])[CH:13]=3)[NH:8][N:7]=2)=[CH:4][C:3]2[CH:24]=[CH:25][CH:26]=[CH:27][C:2]1=2. The yield is 0.260. (2) The reactants are Cl[C:2]1[N:11]=[C:10]([N:12]2[CH2:17][CH2:16][O:15][CH2:14][CH2:13]2)[C:9]2[C:4](=[C:5]([C:18]3[CH:19]=[C:20]([OH:24])[CH:21]=[CH:22][CH:23]=3)[CH:6]=[CH:7][CH:8]=2)[N:3]=1.[CH3:25][N:26]([CH3:54])[C:27](=[O:53])[C:28]1[CH:33]=[CH:32][C:31]([NH:34][C:35]([NH:37][C:38]2[CH:43]=[CH:42][C:41](B3OC(C)(C)C(C)(C)O3)=[CH:40][CH:39]=2)=[O:36])=[CH:30][CH:29]=1.C(=O)([O-])[O-].[Cs+].[Cs+].CN(C=O)C. The catalyst is Cl[Pd](Cl)([P](C1C=CC=CC=1)(C1C=CC=CC=1)C1C=CC=CC=1)[P](C1C=CC=CC=1)(C1C=CC=CC=1)C1C=CC=CC=1.O. The product is [OH:24][C:20]1[CH:19]=[C:18]([C:5]2[CH:6]=[CH:7][CH:8]=[C:9]3[C:4]=2[N:3]=[C:2]([C:41]2[CH:40]=[CH:39][C:38]([NH:37][C:35](=[O:36])[NH:34][C:31]4[CH:30]=[CH:29][C:28]([C:27]([N:26]([CH3:54])[CH3:25])=[O:53])=[CH:33][CH:32]=4)=[CH:43][CH:42]=2)[N:11]=[C:10]3[N:12]2[CH2:17][CH2:16][O:15][CH2:14][CH2:13]2)[CH:23]=[CH:22][CH:21]=1. The yield is 0.0600. (3) The reactants are [C:1]([N:5]([CH3:32])[C:6]([C:8]1[N:9]=[C:10]([C:27]2[S:28][CH:29]=[CH:30][CH:31]=2)[N:11]2[C:20]3[C:15](=[CH:16][C:17]([O:25][CH3:26])=[C:18]([C:21]([NH:23][NH2:24])=[O:22])[CH:19]=3)[CH2:14][CH2:13][C:12]=12)=[O:7])([CH3:4])([CH3:3])[CH3:2].N1([C:38](N2C=CN=C2)=[O:39])C=CN=C1. The catalyst is CS(C)=O. The product is [C:1]([N:5]([CH3:32])[C:6]([C:8]1[N:9]=[C:10]([C:27]2[S:28][CH:29]=[CH:30][CH:31]=2)[N:11]2[C:20]3[C:15](=[CH:16][C:17]([O:25][CH3:26])=[C:18]([C:21]4[O:22][C:38](=[O:39])[NH:24][N:23]=4)[CH:19]=3)[CH2:14][CH2:13][C:12]=12)=[O:7])([CH3:3])([CH3:4])[CH3:2]. The yield is 0.660. (4) The reactants are [CH3:1][O:2][C:3]([CH:5]1[C:10](Cl)([Cl:11])[C:9](=O)[CH2:8][CH:7]([C:14]2[CH:19]=[CH:18][C:17]([Cl:20])=[C:16]([O:21][CH3:22])[C:15]=2[F:23])[NH:6]1)=[O:4].Cl.[NH2:25][OH:26].N1C=CC=CC=1. The catalyst is CO. The product is [CH3:1][O:2][C:3]([C:5]1[NH:6][CH:7]([C:14]2[CH:19]=[CH:18][C:17]([Cl:20])=[C:16]([O:21][CH3:22])[C:15]=2[F:23])[CH2:8][C:9](=[N:25][OH:26])[C:10]=1[Cl:11])=[O:4]. The yield is 0.810. (5) The reactants are [O:1]=[C:2]1[CH2:7][CH2:6][N:5]([C:8]([O:10][C:11]([CH3:14])([CH3:13])[CH3:12])=[O:9])[CH2:4][CH2:3]1.[CH3:15][Mg]Br. The catalyst is CCOCC. The product is [OH:1][C:2]1([CH3:15])[CH2:3][CH2:4][N:5]([C:8]([O:10][C:11]([CH3:14])([CH3:13])[CH3:12])=[O:9])[CH2:6][CH2:7]1. The yield is 0.970.